Dataset: Forward reaction prediction with 1.9M reactions from USPTO patents (1976-2016). Task: Predict the product of the given reaction. (1) Given the reactants [C:1]([C@@H:5]1[CH2:10][CH2:9][C@H:8]([C:11]([NH:13][CH:14]([C:17]2[C:18](=[O:32])[NH:19][C:20]([C:23]3[CH:28]=[CH:27][CH:26]=[C:25]([N+:29]([O-:31])=[O:30])[CH:24]=3)=[N:21][N:22]=2)[CH2:15][CH3:16])=O)[CH2:7][CH2:6]1)([CH3:4])([CH3:3])[CH3:2].P(Cl)(Cl)(Cl)=O, predict the reaction product. The product is: [C:1]([CH:5]1[CH2:10][CH2:9][CH:8]([C:11]2[N:22]3[C:17]([C:18](=[O:32])[NH:19][C:20]([C:23]4[CH:28]=[CH:27][CH:26]=[C:25]([N+:29]([O-:31])=[O:30])[CH:24]=4)=[N:21]3)=[C:14]([CH2:15][CH3:16])[N:13]=2)[CH2:7][CH2:6]1)([CH3:4])([CH3:3])[CH3:2]. (2) Given the reactants [C:1]([O:5][C:6]([NH:8][CH:9]1[CH2:12][NH:11][CH2:10]1)=[O:7])([CH3:4])([CH3:3])[CH3:2].Br[C:14]1[S:15][C:16]2[C:22]([C:23]([O:25][CH2:26][CH3:27])=[O:24])=[CH:21][CH:20]=[CH:19][C:17]=2[N:18]=1.C(N(C(C)C)CC)(C)C, predict the reaction product. The product is: [C:1]([O:5][C:6]([NH:8][CH:9]1[CH2:10][N:11]([C:14]2[S:15][C:16]3[C:22]([C:23]([O:25][CH2:26][CH3:27])=[O:24])=[CH:21][CH:20]=[CH:19][C:17]=3[N:18]=2)[CH2:12]1)=[O:7])([CH3:4])([CH3:2])[CH3:3].